The task is: Predict which catalyst facilitates the given reaction.. This data is from Catalyst prediction with 721,799 reactions and 888 catalyst types from USPTO. (1) Reactant: [Cl:1][C:2]1[CH:10]=[CH:9][C:5]([C:6](O)=[O:7])=[CH:4][C:3]=1[O:11][C:12]1[C:13]([NH:25][C:26]2[S:27][CH:28]=[C:29]([CH3:31])[N:30]=2)=[N:14][CH:15]=[C:16]([S:18][C:19]2[CH:24]=[CH:23][CH:22]=[CH:21][CH:20]=2)[CH:17]=1.C([Cl:37])(=O)OCC.[CH3:38][N:39]([CH3:43])[CH2:40][CH2:41][NH2:42]. Product: [ClH:1].[ClH:37].[Cl:1][C:2]1[CH:10]=[CH:9][C:5]([C:6]([NH:42][CH2:41][CH2:40][N:39]([CH3:43])[CH3:38])=[O:7])=[CH:4][C:3]=1[O:11][C:12]1[C:13]([NH:25][C:26]2[S:27][CH:28]=[C:29]([CH3:31])[N:30]=2)=[N:14][CH:15]=[C:16]([S:18][C:19]2[CH:24]=[CH:23][CH:22]=[CH:21][CH:20]=2)[CH:17]=1. The catalyst class is: 6. (2) Reactant: [NH2:1][C:2]1[N:6]([C:7]2[CH:8]=[C:9]([CH:16]=[CH:17][C:18]=2[CH3:19])[C:10]([NH:12][CH:13]2[CH2:15][CH2:14]2)=[O:11])[N:5]=[C:4](OCC)[C:3]=1[C:23](=[O:30])[C:24]1[CH:29]=[CH:28][CH:27]=[CH:26][CH:25]=1.CCN=C=NCCCN(C)C.C1C=CC2N(O)N=NC=2C=1.C(N(C(C)C)CC)(C)C.C1(N)CC1. Product: [NH2:1][C:2]1[N:6]([C:7]2[CH:8]=[C:9]([CH:16]=[CH:17][C:18]=2[CH3:19])[C:10]([NH:12][CH:13]2[CH2:14][CH2:15]2)=[O:11])[N:5]=[CH:4][C:3]=1[C:23](=[O:30])[C:24]1[CH:25]=[CH:26][CH:27]=[CH:28][CH:29]=1. The catalyst class is: 3.